From a dataset of Experimentally validated miRNA-target interactions with 360,000+ pairs, plus equal number of negative samples. Binary Classification. Given a miRNA mature sequence and a target amino acid sequence, predict their likelihood of interaction. (1) The miRNA is ath-miR160a-5p with sequence UGCCUGGCUCCCUGUAUGCCA. The protein sequence of the target gene is MGLLRIMMPPKLQLLAVVAFAVAMLFLENQIQKLEESRAKLERAIARHEVREIEQRHTMDGPRQDATLDEEEDIIIIYNRVPKTASTSFTNIAYDLCAKNRYHVLHINTTKNNPVMSLQDQVRFVKNITTWNEMKPGFYHGHISYLDFAKFGVKKKPIYINVIRDPIERLVSYYYFLRFGDDYRPGLRRRKQGDKKTFDECVAEGGSDCAPEKLWLQIPFFCGHSSECWNVGSRWAMDQAKSNLINEYFLVGVTEELEDFIMLLEAALPRFFRGATDLYRTGKKSHLRKTTEKKLPTKQT.... Result: 0 (no interaction). (2) The protein sequence of the target gene is MEQYTTNSNSSTEQIVVQAGQIQQQQGGVTAVQLQTEAQVASASGQQVQTLQVVQGQPLMVQVSGGQLITSTGQPIMVQAVPGGQGQTIMQVPVSGTQGLQQIQLVPPGQIQIQGGQAVQVQGQQGQTQQIIIQQPQTAVTAGQTQTQQQIAVQGQQVAQTAEGQTIVYQPVNADGTILQQVTVPVSGMITIPAASLAGAQIVQTGANTNTTSSGQGTVTVTLPVAGNVVNSGGMVMMVPGAGSVPAIQRIPLPGAEMLEEEPLYVNAKQYHRILKRRQARAKLEAEGKIPKERRKYLHE.... The miRNA is hsa-miR-4691-3p with sequence CCAGCCACGGACUGAGAGUGCAU. Result: 0 (no interaction). (3) The miRNA is mmu-miR-129-5p with sequence CUUUUUGCGGUCUGGGCUUGC. The protein sequence of the target gene is MAPALHWLLLWVGSGMLPAQGTHLGIRLPLRSGLAGPPLGLRLPRETDEESEEPGRRGSFVEMVDNLRGKSGQGYYVEMTVGSPPQTLNILVDTGSSNFAVGAAPHPFLHRYYQRQLSSTYRDLRKGVYVPYTQGKWEGELGTDLVSIPHGPNVTVRANIAAITESDKFFINGSNWEGILGLAYAEIARPDDSLEPFFDSLVKQTHIPNIFSLQLCGAGFPLNQTEALASVGGSMIIGGIDHSLYTGSLWYTPIRREWYYEVIIVRVEINGQDLKMDCKEYNYDKSIVDSGTTNLRLPKK.... Result: 1 (interaction).